From a dataset of Full USPTO retrosynthesis dataset with 1.9M reactions from patents (1976-2016). Predict the reactants needed to synthesize the given product. (1) Given the product [F:1][C:2]1[CH:3]=[C:4]([CH:14]([CH3:18])[C:15]([NH:37][CH2:36][C:27]2[CH:28]=[CH:29][C:30]([C:32]([F:33])([F:34])[F:35])=[CH:31][C:26]=2[C:22]2[CH:23]=[CH:24][CH:25]=[C:20]([CH3:19])[CH:21]=2)=[O:17])[CH:5]=[CH:6][C:7]=1[CH2:8][NH:9][S:10]([CH3:13])(=[O:11])=[O:12], predict the reactants needed to synthesize it. The reactants are: [F:1][C:2]1[CH:3]=[C:4]([CH:14]([CH3:18])[C:15]([OH:17])=O)[CH:5]=[CH:6][C:7]=1[CH2:8][NH:9][S:10]([CH3:13])(=[O:12])=[O:11].[CH3:19][C:20]1[CH:21]=[C:22]([C:26]2[CH:31]=[C:30]([C:32]([F:35])([F:34])[F:33])[CH:29]=[CH:28][C:27]=2[CH2:36][NH2:37])[CH:23]=[CH:24][CH:25]=1.CN(C)CCCN=C=NCC.ON1C2C=CC=CC=2N=N1.C(N(CC)CC)C. (2) The reactants are: [CH:1]1([N:7]([CH:18]2[CH2:23][CH2:22][CH2:21][CH2:20][CH2:19]2)[C:8]([NH:10][C:11]2[S:12][C:13]([CH:16]=O)=[CH:14][N:15]=2)=[O:9])[CH2:6][CH2:5][CH2:4][CH2:3][CH2:2]1.Cl.[CH3:25][O:26][C:27](=[O:30])[CH2:28][NH2:29].C(O[BH-](OC(=O)C)OC(=O)C)(=O)C.[Na+]. Given the product [CH3:25][O:26][C:27](=[O:30])[CH2:28][NH:29][CH2:16][C:13]1[S:12][C:11]([NH:10][C:8]([N:7]([CH:18]2[CH2:23][CH2:22][CH2:21][CH2:20][CH2:19]2)[CH:1]2[CH2:6][CH2:5][CH2:4][CH2:3][CH2:2]2)=[O:9])=[N:15][CH:14]=1, predict the reactants needed to synthesize it. (3) Given the product [N:36]1([CH:42]2[CH2:47][CH2:46][N:45]([C:48]3[CH:54]=[CH:53][C:51]([NH:52][C:2]4[N:7]=[C:6]([C:8]5[N:12]6[CH:13]=[CH:14][CH:15]=[CH:16][C:11]6=[N:10][C:9]=5[C:17]5[CH:18]=[CH:19][C:20]([O:34][CH3:35])=[C:21]([CH:33]=5)[C:22]([NH:24][C:25]5[C:26]([F:32])=[CH:27][CH:28]=[CH:29][C:30]=5[F:31])=[O:23])[CH:5]=[CH:4][N:3]=4)=[C:50]([O:55][CH3:56])[CH:49]=3)[CH2:44][CH2:43]2)[CH2:41][CH2:40][CH2:39][CH2:38][CH2:37]1, predict the reactants needed to synthesize it. The reactants are: Cl[C:2]1[N:7]=[C:6]([C:8]2[N:12]3[CH:13]=[CH:14][CH:15]=[CH:16][C:11]3=[N:10][C:9]=2[C:17]2[CH:18]=[CH:19][C:20]([O:34][CH3:35])=[C:21]([CH:33]=2)[C:22]([NH:24][C:25]2[C:30]([F:31])=[CH:29][CH:28]=[CH:27][C:26]=2[F:32])=[O:23])[CH:5]=[CH:4][N:3]=1.[N:36]1([CH:42]2[CH2:47][CH2:46][N:45]([C:48]3[CH:54]=[CH:53][C:51]([NH2:52])=[C:50]([O:55][CH3:56])[CH:49]=3)[CH2:44][CH2:43]2)[CH2:41][CH2:40][CH2:39][CH2:38][CH2:37]1.C1(C)C=CC(S(O)(=O)=O)=CC=1.C([O-])(O)=O.[Na+]. (4) Given the product [Br:9][C:10]1[N:15]2[N:16]=[C:17]([CH2:19][CH3:20])[C:18]([N+:7]([O-:8])=[O:6])=[C:14]2[C:13]([O:21][CH3:22])=[CH:12][CH:11]=1, predict the reactants needed to synthesize it. The reactants are: F[B-](F)(F)F.[O:6]=[N+:7]=[O:8].[Br:9][C:10]1[N:15]2[N:16]=[C:17]([CH2:19][CH3:20])[CH:18]=[C:14]2[C:13]([O:21][CH3:22])=[CH:12][CH:11]=1.O. (5) Given the product [Cl:27][C:13]1[CH:14]=[C:15]([NH:18][C:19]2[CH:24]=[CH:23][C:22]([F:25])=[CH:21][C:20]=2[F:26])[CH:16]=[CH:17][C:12]=1[C:10]([C:8]1[CH:9]=[C:4]([N:1]2[CH:31]=[C:30]([CH2:29][NH:32][C:33]([NH2:35])=[O:34])[N:3]=[N:2]2)[CH:5]=[CH:6][C:7]=1[CH3:28])=[O:11], predict the reactants needed to synthesize it. The reactants are: [N:1]([C:4]1[CH:5]=[CH:6][C:7]([CH3:28])=[C:8]([C:10]([C:12]2[CH:17]=[CH:16][C:15]([NH:18][C:19]3[CH:24]=[CH:23][C:22]([F:25])=[CH:21][C:20]=3[F:26])=[CH:14][C:13]=2[Cl:27])=[O:11])[CH:9]=1)=[N+:2]=[N-:3].[CH2:29]([NH:32][C:33]([NH2:35])=[O:34])[C:30]#[CH:31]. (6) Given the product [C:15]([Si:19]([CH3:22])([CH3:21])[O:5][CH2:4][CH2:3][C:2]([CH3:9])([CH3:1])[CH2:6][CH2:7][OH:8])([CH3:18])([CH3:17])[CH3:16], predict the reactants needed to synthesize it. The reactants are: [CH3:1][C:2]([CH3:9])([CH2:6][CH2:7][OH:8])[CH2:3][CH2:4][OH:5].N1C=CN=C1.[C:15]([Si:19]([CH3:22])([CH3:21])Cl)([CH3:18])([CH3:17])[CH3:16].O.